This data is from Catalyst prediction with 721,799 reactions and 888 catalyst types from USPTO. The task is: Predict which catalyst facilitates the given reaction. (1) Reactant: [Br:1][C:2]1[CH:3]=[C:4]([CH:7]=[C:8]([N+:10]([O-:12])=[O:11])[CH:9]=1)[CH2:5][OH:6].[Si:13](Cl)([C:16]([CH3:19])([CH3:18])[CH3:17])([CH3:15])[CH3:14].N1C=CN=C1. Product: [Br:1][C:2]1[CH:3]=[C:4]([CH:7]=[C:8]([N+:10]([O-:12])=[O:11])[CH:9]=1)[CH2:5][O:6][Si:13]([C:16]([CH3:19])([CH3:18])[CH3:17])([CH3:15])[CH3:14]. The catalyst class is: 9. (2) Reactant: [N:1]([CH2:4][C:5]([N:8]1[CH:12]=[C:11]([N+:13]([O-:15])=[O:14])[CH:10]=[N:9]1)([CH3:7])[CH3:6])=[N+]=[N-].C1(P(C2C=CC=CC=2)C2C=CC=CC=2)C=CC=CC=1. Product: [CH3:7][C:5]([N:8]1[CH:12]=[C:11]([N+:13]([O-:15])=[O:14])[CH:10]=[N:9]1)([CH3:6])[CH2:4][NH2:1]. The catalyst class is: 30. (3) Reactant: [Cl:1][C:2]1[CH:7]=[CH:6][C:5]([C:8]2[C:9](=[O:30])[O:10][C:11]3[C:16]([C:17]=2[CH2:18][C:19]2[CH:24]=[CH:23][C:22]([O:25][CH2:26][CH2:27]Br)=[CH:21][CH:20]=2)=[CH:15][CH:14]=[C:13]([OH:29])[CH:12]=3)=[CH:4][CH:3]=1.[NH:31]1[CH2:35][CH2:34][CH2:33][CH2:32]1. Product: [ClH:1].[Cl:1][C:2]1[CH:7]=[CH:6][C:5]([C:8]2[C:9](=[O:30])[O:10][C:11]3[C:16]([C:17]=2[CH2:18][C:19]2[CH:24]=[CH:23][C:22]([O:25][CH2:26][CH2:27][N:31]4[CH2:35][CH2:34][CH2:33][CH2:32]4)=[CH:21][CH:20]=2)=[CH:15][CH:14]=[C:13]([OH:29])[CH:12]=3)=[CH:4][CH:3]=1. The catalyst class is: 1. (4) The catalyst class is: 98. Product: [CH3:12][S:13]([C:14]1[N:19]=[C:18]([C:20]2[C:28]3[C:23](=[N:24][C:25]([NH:29][CH2:30][CH2:31][OH:32])=[N:26][CH:27]=3)[NH:22][N:21]=2)[CH:17]=[CH:16][N:15]=1)=[O:9]. Reactant: C1C=C(Cl)C=C(C(OO)=[O:9])C=1.[CH3:12][S:13][C:14]1[N:19]=[C:18]([C:20]2[C:28]3[C:23](=[N:24][C:25]([NH:29][CH2:30][CH2:31][OH:32])=[N:26][CH:27]=3)[NH:22][N:21]=2)[CH:17]=[CH:16][N:15]=1. (5) Reactant: [Cl:1][C:2]1[CH:3]=[CH:4][C:5]2[N:11]([C:12](=[O:22])[C:13]3[CH:18]=[CH:17][C:16]([NH2:19])=[C:15]([O:20][CH3:21])[CH:14]=3)[CH2:10][CH2:9][CH2:8][CH2:7][C:6]=2[CH:23]=1.[CH3:24][N:25]([CH3:29])[C:26](Cl)=[O:27].Cl. Product: [Cl:1][C:2]1[CH:3]=[CH:4][C:5]2[N:11]([C:12](=[O:22])[C:13]3[CH:18]=[CH:17][C:16]([NH:19][C:26]([N:25]([CH3:29])[CH3:24])=[O:27])=[C:15]([O:20][CH3:21])[CH:14]=3)[CH2:10][CH2:9][CH2:8][CH2:7][C:6]=2[CH:23]=1. The catalyst class is: 17. (6) Reactant: [NH:1]=[C:2]([NH:4][NH:5][C:6]([C:8]1[CH:9]=[C:10]([CH:15]=[CH:16][CH:17]=1)[C:11]([O:13][CH3:14])=[O:12])=O)[CH3:3]. Product: [CH3:3][C:2]1[NH:4][N:5]=[C:6]([C:8]2[CH:9]=[C:10]([CH:15]=[CH:16][CH:17]=2)[C:11]([O:13][CH3:14])=[O:12])[N:1]=1. The catalyst class is: 22. (7) Reactant: [CH2:1]([NH:8][C:9]1[CH2:13][O:12][CH2:11][C:10]=1[C:14]([O:16][CH3:17])=[O:15])[C:2]1[CH:7]=[CH:6][CH:5]=[CH:4][CH:3]=1.C(O[BH-](OC(=O)C)OC(=O)C)(=O)C.[Na+]. Product: [CH2:1]([NH:8][C@H:9]1[CH2:13][O:12][CH2:11][C@H:10]1[C:14]([O:16][CH3:17])=[O:15])[C:2]1[CH:3]=[CH:4][CH:5]=[CH:6][CH:7]=1. The catalyst class is: 15. (8) The catalyst class is: 4. Product: [Cl:1][C:2]1[CH:11]=[C:10]2[C:5]([CH:6]=[CH:7][N+:8]([O-:21])=[CH:9]2)=[CH:4][C:3]=1[F:12]. Reactant: [Cl:1][C:2]1[CH:11]=[C:10]2[C:5]([CH:6]=[CH:7][N:8]=[CH:9]2)=[CH:4][C:3]=1[F:12].ClC1C=C(C(OO)=[O:21])C=CC=1.